From a dataset of NCI-60 drug combinations with 297,098 pairs across 59 cell lines. Regression. Given two drug SMILES strings and cell line genomic features, predict the synergy score measuring deviation from expected non-interaction effect. Drug 1: CC12CCC(CC1=CCC3C2CCC4(C3CC=C4C5=CN=CC=C5)C)O. Drug 2: CC1=C(C(CCC1)(C)C)C=CC(=CC=CC(=CC(=O)O)C)C. Cell line: BT-549. Synergy scores: CSS=-4.65, Synergy_ZIP=2.38, Synergy_Bliss=1.56, Synergy_Loewe=-4.04, Synergy_HSA=-3.22.